Dataset: Full USPTO retrosynthesis dataset with 1.9M reactions from patents (1976-2016). Task: Predict the reactants needed to synthesize the given product. Given the product [CH3:18][O:17][C:10]1[CH:11]=[C:12]([CH:15]=[CH:16][C:9]=1[O:8][CH2:4][CH2:5][O:6][CH3:7])[C:13]#[N:14], predict the reactants needed to synthesize it. The reactants are: [H-].[Na+].Br[CH2:4][CH2:5][O:6][CH3:7].[OH:8][C:9]1[CH:16]=[CH:15][C:12]([C:13]#[N:14])=[CH:11][C:10]=1[O:17][CH3:18].O.